Dataset: Catalyst prediction with 721,799 reactions and 888 catalyst types from USPTO. Task: Predict which catalyst facilitates the given reaction. Reactant: [CH3:1][C:2]1[C:3](=[O:22])[N:4]([CH2:10][CH2:11][C:12]2[CH:21]=[CH:20][C:15]([C:16]([O:18][CH3:19])=[O:17])=[CH:14][CH:13]=2)[C:5]([CH3:9])=[C:6]([CH3:8])[CH:7]=1.[Br:23]N1C(=O)CCC1=O.O.C(OCC)(=O)C. Product: [Br:23][CH2:9][C:5]1[N:4]([CH2:10][CH2:11][C:12]2[CH:21]=[CH:20][C:15]([C:16]([O:18][CH3:19])=[O:17])=[CH:14][CH:13]=2)[C:3](=[O:22])[C:2]([CH3:1])=[CH:7][C:6]=1[CH3:8]. The catalyst class is: 15.